From a dataset of Forward reaction prediction with 1.9M reactions from USPTO patents (1976-2016). Predict the product of the given reaction. (1) Given the reactants [C:1]([O:5][CH2:6][CH2:7][CH2:8][P:9](=[O:16])([O:13]CC)[O:10]CC)(=[O:4])[CH:2]=[CH2:3].[CH3:17][Si:18](Br)([CH3:20])[CH3:19], predict the reaction product. The product is: [C:1]([O:5][CH2:6][CH2:7][CH2:8][P:9](=[O:16])([O:13][Si:18]([CH3:20])([CH3:19])[CH3:17])[O:10][Si:18]([CH3:20])([CH3:19])[CH3:17])(=[O:4])[CH:2]=[CH2:3]. (2) The product is: [Cl:1][C:2]1[CH:24]=[C:23]([Cl:25])[CH:22]=[CH:21][C:3]=1[CH2:4][NH:5][C:6]([C:8]1[C:9](=[O:20])[NH:10][N:11]=[C:12]([C:14]2[CH:15]=[N:28][CH:27]=[CH:18][CH:19]=2)[CH:13]=1)=[O:7]. Given the reactants [Cl:1][C:2]1[CH:24]=[C:23]([Cl:25])[CH:22]=[CH:21][C:3]=1[CH2:4][NH:5][C:6]([C:8]1[C:9](=[O:20])[NH:10][N:11]=[C:12]([C:14]2[CH:19]=[CH:18]N=C[CH:15]=2)[CH:13]=1)=[O:7].O=[C:27]1C(C(O)=O)=CC(C2C=NC=CC=2)=N[NH:28]1.C(Cl)(=O)C(Cl)=O.ClC1C=C(Cl)C=CC=1CN, predict the reaction product. (3) Given the reactants [Cl:1][C:2]1[CH:3]=[C:4]2[C:9](=[CH:10][C:11]=1[Cl:12])[N:8]=[C:7](/[CH:13]=C/C1C=CC=CC=1)[CH:6]=[CH:5]2.[O-:21][Mn](=O)(=O)=O.[K+].[OH2:27], predict the reaction product. The product is: [Cl:1][C:2]1[CH:3]=[C:4]2[C:9](=[CH:10][C:11]=1[Cl:12])[N:8]=[C:7]([C:13]([OH:21])=[O:27])[CH:6]=[CH:5]2. (4) Given the reactants [CH2:1]([C:4]1[CH:9]=[CH:8][CH:7]=[CH:6][C:5]=1[OH:10])[CH:2]=[CH2:3].C(OO)(=[O:13])C, predict the reaction product. The product is: [O:13]1[CH2:3][CH:2]1[CH2:1][C:4]1[CH:9]=[CH:8][CH:7]=[CH:6][C:5]=1[OH:10]. (5) Given the reactants Cl[C:2]1[CH:7]=[C:6]([Cl:8])[N:5]=[C:4]([C:9]2[N:13]3[CH:14]=[CH:15][CH:16]=[CH:17][C:12]3=[N:11][CH:10]=2)[N:3]=1.[N:18]1[CH:23]=[CH:22][CH:21]=[C:20](B(O)O)[CH:19]=1.C(=O)([O-])[O-].[Cs+].[Cs+].ClCCl, predict the reaction product. The product is: [Cl:8][C:6]1[CH:7]=[C:2]([C:20]2[CH:19]=[N:18][CH:23]=[CH:22][CH:21]=2)[N:3]=[C:4]([C:9]2[N:13]3[CH:14]=[CH:15][CH:16]=[CH:17][C:12]3=[N:11][CH:10]=2)[N:5]=1. (6) Given the reactants [F:1][C:2]1[C:11]([F:12])=[C:10]2[C:5]([CH:6]=[C:7]([Si:14]([CH3:17])([CH3:16])[CH3:15])[C:8]([OH:13])=[CH:9]2)=[CH:4][CH:3]=1.Br[CH2:19][CH3:20].C(=O)([O-])[O-].[K+].[K+], predict the reaction product. The product is: [CH2:19]([O:13][C:8]1[C:7]([Si:14]([CH3:17])([CH3:16])[CH3:15])=[CH:6][C:5]2[C:10]([CH:9]=1)=[C:11]([F:12])[C:2]([F:1])=[CH:3][CH:4]=2)[CH3:20].